This data is from Full USPTO retrosynthesis dataset with 1.9M reactions from patents (1976-2016). The task is: Predict the reactants needed to synthesize the given product. (1) Given the product [Br:1][C:2]1[CH:3]=[C:4]([CH:19]=[CH:20][C:21]=1[N:27]1[CH2:28][CH2:29][C:25]([OH:30])([CH3:24])[CH2:26]1)[C:5]([NH:7][C:8]1[CH:13]=[CH:12][C:11]([O:14][C:15]([F:18])([F:17])[F:16])=[CH:10][CH:9]=1)=[O:6], predict the reactants needed to synthesize it. The reactants are: [Br:1][C:2]1[CH:3]=[C:4]([CH:19]=[CH:20][C:21]=1F)[C:5]([NH:7][C:8]1[CH:13]=[CH:12][C:11]([O:14][C:15]([F:18])([F:17])[F:16])=[CH:10][CH:9]=1)=[O:6].Cl.[CH3:24][C:25]1([OH:30])[CH2:29][CH2:28][NH:27][CH2:26]1. (2) Given the product [O:34]=[S:9]1(=[O:33])[NH:8][CH2:12][CH2:11][N:10]1[CH2:13][C:14]1[CH:19]=[CH:18][C:17]([C:20]([N:22]2[CH2:28][C:27]3([CH3:30])[CH2:29][CH:23]2[CH2:24][C:25]([CH3:32])([CH3:31])[CH2:26]3)=[O:21])=[CH:16][CH:15]=1, predict the reactants needed to synthesize it. The reactants are: C(OC([N:8]1[CH2:12][CH2:11][N:10]([CH2:13][C:14]2[CH:19]=[CH:18][C:17]([C:20]([N:22]3[CH2:28][C:27]4([CH3:30])[CH2:29][CH:23]3[CH2:24][C:25]([CH3:32])([CH3:31])[CH2:26]4)=[O:21])=[CH:16][CH:15]=2)[S:9]1(=[O:34])=[O:33])=O)(C)(C)C.C(O)(C(F)(F)F)=O. (3) Given the product [CH3:1][C:2]1([CH3:13])[O:6][C@H:5]([C@@H:7]([C:14]2[CH:19]=[CH:18][CH:17]=[CH:16][CH:15]=2)[OH:8])[C@H:4]([CH:9]=[C:10]([CH3:12])[CH3:11])[O:3]1, predict the reactants needed to synthesize it. The reactants are: [CH3:1][C:2]1([CH3:13])[O:6][C@H:5]([CH:7]=[O:8])[C@H:4]([CH:9]=[C:10]([CH3:12])[CH3:11])[O:3]1.[C:14]1([Li])[CH:19]=[CH:18][CH:17]=[CH:16][CH:15]=1.C(OCCCC)CCC. (4) Given the product [C:20]([C:7]1[C:11]2[CH:12]=[CH:13][CH:14]=[C:15]([O:16][CH3:17])[C:10]=2[O:9][CH:8]=1)#[C:21][CH2:22][CH3:23], predict the reactants needed to synthesize it. The reactants are: FC(F)(F)S(O[C:7]1[C:11]2[CH:12]=[CH:13][CH:14]=[C:15]([O:16][CH3:17])[C:10]=2[O:9][CH:8]=1)(=O)=O.[C:20]([Si](C)(C)C)#[C:21][CH2:22][CH3:23]. (5) Given the product [C:4]([O:3][C:1](=[O:2])[NH:8][CH:9]([CH2:10][C:11]1[C:19]2[C:14](=[CH:15][CH:16]=[CH:17][CH:18]=2)[NH:13][CH:12]=1)[C:20]([N:40]1[CH2:39][CH2:38][NH:37][CH:36]([CH3:35])[CH2:41]1)=[O:22])([CH3:5])([CH3:6])[CH3:7], predict the reactants needed to synthesize it. The reactants are: [C:1]([NH:8][C@H:9]([C:20]([OH:22])=O)[CH2:10][C:11]1[C:19]2[C:14](=[CH:15][CH:16]=[CH:17][CH:18]=2)[NH:13][CH:12]=1)([O:3][C:4]([CH3:7])([CH3:6])[CH3:5])=[O:2].C(N1C=CN=C1)(N1C=CN=C1)=O.[CH3:35][CH:36]1[CH2:41][NH:40][CH2:39][CH2:38][NH:37]1.ClCCCl.